From a dataset of CYP3A4 inhibition data for predicting drug metabolism from PubChem BioAssay. Regression/Classification. Given a drug SMILES string, predict its absorption, distribution, metabolism, or excretion properties. Task type varies by dataset: regression for continuous measurements (e.g., permeability, clearance, half-life) or binary classification for categorical outcomes (e.g., BBB penetration, CYP inhibition). Dataset: cyp3a4_veith. (1) The compound is CC(C)OC(=O)c1nnn(-c2nonc2N)c1CSc1ccccn1. The result is 1 (inhibitor). (2) The compound is CC(=O)O/C(=C1/C[C@H]2[C@@H]3CC=C4C[C@@H](OC(C)=O)CC[C@]4(C)[C@@H]3CC[C@]2(C)C1=O)C(F)(F)F. The result is 0 (non-inhibitor). (3) The compound is CC1=C(C(=O)O)N2C(=O)[C@@H](NC(=O)[C@@H](N)c3ccccc3)[C@@H]2SC1.O. The result is 0 (non-inhibitor). (4) The molecule is O=S(=O)(c1ccccc1)N1CCC2(CCN(Cc3ccncc3)CC2)CC1. The result is 1 (inhibitor). (5) The drug is COc1ccc(C(=O)N2CCC[C@@]3(CCN(Cc4ccccc4OC)C3)C2)cc1. The result is 1 (inhibitor). (6) The compound is CCN(CC)C(=O)C1=C(C)NC(=S)NC1c1cn(-c2ccccc2)nc1-c1ccc(Cl)cc1. The result is 1 (inhibitor).